Dataset: Full USPTO retrosynthesis dataset with 1.9M reactions from patents (1976-2016). Task: Predict the reactants needed to synthesize the given product. (1) Given the product [C:1]([C:3]1[CH:8]=[CH:7][C:6]([O:9][CH2:11][C:12]([O:14][CH2:15][CH3:16])=[O:13])=[CH:5][CH:4]=1)#[N:2], predict the reactants needed to synthesize it. The reactants are: [C:1]([C:3]1[CH:8]=[CH:7][C:6]([OH:9])=[CH:5][CH:4]=1)#[N:2].Br[CH2:11][C:12]([O:14][CH2:15][CH3:16])=[O:13].C([O-])([O-])=O.[K+].[K+]. (2) The reactants are: [CH2:1]([N:3]([CH2:17][CH3:18])[CH2:4][CH2:5][O:6][C:7]1[CH:12]=[CH:11][C:10]([N+:13]([O-])=O)=[CH:9][C:8]=1[CH3:16])[CH3:2]. Given the product [CH2:17]([N:3]([CH2:1][CH3:2])[CH2:4][CH2:5][O:6][C:7]1[CH:12]=[CH:11][C:10]([NH2:13])=[CH:9][C:8]=1[CH3:16])[CH3:18], predict the reactants needed to synthesize it. (3) Given the product [CH3:1][O:2][C:3]1[CH:8]=[CH:7][CH:6]=[CH:5][C:4]=1[NH:9][C:10]1[CH:18]=[CH:17][CH:16]=[C:12]2[C:11]=1[C:19](=[O:21])[N:23]([CH:24]1[CH2:30][CH2:29][C:28](=[O:31])[NH:27][C:25]1=[O:26])[C:13]2=[O:15], predict the reactants needed to synthesize it. The reactants are: [CH3:1][O:2][C:3]1[CH:8]=[CH:7][CH:6]=[CH:5][C:4]=1[NH:9][C:10]1[CH:18]=[CH:17][CH:16]=[C:12]([C:13]([OH:15])=O)[C:11]=1[C:19]([OH:21])=O.Cl.[NH2:23][CH:24]1[CH2:30][CH2:29][C:28](=[O:31])[NH:27][C:25]1=[O:26]. (4) The reactants are: [Cl:1][C:2]1[C:3]([O:12][C:13]([F:16])([F:15])[F:14])=[CH:4][C:5]([N+:9]([O-])=O)=[C:6]([NH2:8])[CH:7]=1. Given the product [Cl:1][C:2]1[CH:7]=[C:6]([NH2:8])[C:5]([NH2:9])=[CH:4][C:3]=1[O:12][C:13]([F:16])([F:14])[F:15], predict the reactants needed to synthesize it. (5) Given the product [CH3:1][O:2][C:3](=[O:24])[CH:4]([OH:23])[CH2:5][C:6]1[CH:11]=[CH:10][C:9]([O:12][CH2:13][C:14]2[CH:19]=[CH:18][CH:17]=[CH:16][CH:15]=2)=[CH:8][C:7]=1[N+:20]([O-:22])=[O:21], predict the reactants needed to synthesize it. The reactants are: [CH3:1][O:2][C:3](=[O:24])[C:4](=[O:23])[CH2:5][C:6]1[CH:11]=[CH:10][C:9]([O:12][CH2:13][C:14]2[CH:19]=[CH:18][CH:17]=[CH:16][CH:15]=2)=[CH:8][C:7]=1[N+:20]([O-:22])=[O:21].[BH4-].[Na+].C(OCC)(=O)C. (6) Given the product [CH3:11][C:10]1[CH:9]=[CH:8][CH:7]=[C:3]2[C:2]=1[N:1]=[C:18]([CH2:17][CH2:16][CH2:15][N:14]([CH3:21])[CH3:13])[NH:6][C:4]2=[O:5], predict the reactants needed to synthesize it. The reactants are: [NH2:1][C:2]1[C:10]([CH3:11])=[CH:9][CH:8]=[CH:7][C:3]=1[C:4]([NH2:6])=[O:5].Cl.[CH3:13][N:14]([CH3:21])[CH2:15][CH2:16][CH2:17][C:18](O)=O. (7) The reactants are: Br[CH2:2][C:3]1[C:13]([Cl:14])=[N:12][CH:11]=[CH:10][C:4]=1[C:5]([O:7]CC)=O.[F:15][C:16]1[CH:30]=[CH:29][C:19]([O:20][C:21]2[N:26]=[CH:25][C:24]([CH2:27][NH2:28])=[CH:23][CH:22]=2)=[CH:18][CH:17]=1. Given the product [Cl:14][C:13]1[C:3]2[CH2:2][N:28]([CH2:27][C:24]3[CH:25]=[N:26][C:21]([O:20][C:19]4[CH:29]=[CH:30][C:16]([F:15])=[CH:17][CH:18]=4)=[CH:22][CH:23]=3)[C:5](=[O:7])[C:4]=2[CH:10]=[CH:11][N:12]=1, predict the reactants needed to synthesize it. (8) Given the product [F:33][CH:2]([F:1])[C:3]([NH:5][C@H:9]([CH2:10][F:11])[C@H:8]([OH:7])[C:12]1[CH:13]=[CH:14][C:15]([C:18]2[CH:19]=[N:20][C:21]([CH:24]([NH:29][CH3:30])[C:25]([F:28])([F:26])[F:27])=[CH:22][CH:23]=2)=[CH:16][CH:17]=1)=[O:4], predict the reactants needed to synthesize it. The reactants are: [F:1][CH:2]([F:33])[C:3]([N:5]1[C@H:9]([CH2:10][F:11])[C@@H:8]([C:12]2[CH:17]=[CH:16][C:15]([C:18]3[CH:19]=[N:20][C:21]([CH:24]([NH:29][CH3:30])[C:25]([F:28])([F:27])[F:26])=[CH:22][CH:23]=3)=[CH:14][CH:13]=2)[O:7]C1(C)C)=[O:4].FC(F)(F)C(O)=O. (9) Given the product [I:1][C:2]1[CH:3]=[N:4][N:5]([CH2:8][C:9]2[CH:14]=[CH:13][C:12]([O:15][CH3:16])=[CH:11][CH:10]=2)[CH:6]=1, predict the reactants needed to synthesize it. The reactants are: [I:1][C:2]1[CH:3]=[N:4][NH:5][CH:6]=1.Cl[CH2:8][C:9]1[CH:14]=[CH:13][C:12]([O:15][CH3:16])=[CH:11][CH:10]=1.C([O-])([O-])=O.[K+].[K+].